Dataset: Peptide-MHC class II binding affinity with 134,281 pairs from IEDB. Task: Regression. Given a peptide amino acid sequence and an MHC pseudo amino acid sequence, predict their binding affinity value. This is MHC class II binding data. The peptide sequence is SNVTFTVNQTSRLLM. The MHC is DRB1_0901 with pseudo-sequence DRB1_0901. The binding affinity (normalized) is 0.710.